The task is: Regression. Given a peptide amino acid sequence and an MHC pseudo amino acid sequence, predict their binding affinity value. This is MHC class II binding data.. This data is from Peptide-MHC class II binding affinity with 134,281 pairs from IEDB. (1) The peptide sequence is DSYKFIPTLVAAVKQ. The MHC is DRB1_1602 with pseudo-sequence DRB1_1602. The binding affinity (normalized) is 0.515. (2) The peptide sequence is DRWLDLRYVGPASAD. The MHC is DRB4_0101 with pseudo-sequence DRB4_0103. The binding affinity (normalized) is 0.387. (3) The peptide sequence is GDSYIIVGRGDSRLT. The MHC is HLA-DQA10601-DQB10402 with pseudo-sequence HLA-DQA10601-DQB10402. The binding affinity (normalized) is 0. (4) The peptide sequence is GEWQIVDKIDAAFKI. The MHC is DRB4_0101 with pseudo-sequence DRB4_0103. The binding affinity (normalized) is 0.592. (5) The peptide sequence is AAPEAARSLASSLPG. The binding affinity (normalized) is 0. The MHC is HLA-DQA10101-DQB10501 with pseudo-sequence HLA-DQA10101-DQB10501. (6) The peptide sequence is RYFLMAFANQIHHID. The MHC is DRB5_0101 with pseudo-sequence DRB5_0101. The binding affinity (normalized) is 1.00. (7) The peptide sequence is EVAKLDVVKLLYNEQ. The MHC is DRB1_0101 with pseudo-sequence DRB1_0101. The binding affinity (normalized) is 0.752. (8) The peptide sequence is SSPDNVKPLYIITPT. The MHC is HLA-DPA10103-DPB10401 with pseudo-sequence HLA-DPA10103-DPB10401. The binding affinity (normalized) is 0.